Dataset: Reaction yield outcomes from USPTO patents with 853,638 reactions. Task: Predict the reaction yield, written as a fraction of the theoretical maximum amount of product (1.0 means a 100% yield; for example, 0.34 means a 34% yield). (1) The reactants are [F:1][C:2]([F:16])([F:15])[C:3]([C:6]1[O:10][N:9]=[C:8]([NH:11][C:12](=[O:14])[CH3:13])[CH:7]=1)([CH3:5])[CH3:4].Br[C:18]1[CH:19]=[CH:20][C:21]([NH:24][CH2:25][CH2:26][N:27]2[CH2:32][CH2:31][O:30][CH2:29][CH2:28]2)=[N:22][CH:23]=1.C(=O)([O-])[O-].[Na+].[Na+].O1[CH2:44][CH2:43]OCC1. The catalyst is [Pd].C1(P(C2C=CC=CC=2)C2C=CC=CC=2)C=CC=CC=1.C1(P(C2C=CC=CC=2)C2C=CC=CC=2)C=CC=CC=1.C1(P(C2C=CC=CC=2)C2C=CC=CC=2)C=CC=CC=1.C1(P(C2C=CC=CC=2)C2C=CC=CC=2)C=CC=CC=1. The product is [O:30]1[CH2:31][CH2:32][N:27]([CH2:26][CH2:25][NH:24][C:21]2[N:22]=[CH:23][C:18]([C:44]3[CH:43]=[CH:7][C:6]([CH2:13][C:12]([NH:11][C:8]4[CH:7]=[C:6]([C:3]([CH3:4])([CH3:5])[C:2]([F:1])([F:15])[F:16])[O:10][N:9]=4)=[O:14])=[CH:3][CH:2]=3)=[CH:19][CH:20]=2)[CH2:28][CH2:29]1. The yield is 0.440. (2) The reactants are [CH3:1][O:2][C:3]1[CH:22]=[CH:21][C:6]([CH2:7][N:8]2[C:16]3[C:11](=[CH:12][CH:13]=[CH:14][CH:15]=3)[C:10]([C:17]([O:19]C)=[O:18])=[N:9]2)=[CH:5][CH:4]=1.[OH-].[Na+]. The catalyst is C1COCC1.Cl. The product is [CH3:1][O:2][C:3]1[CH:4]=[CH:5][C:6]([CH2:7][N:8]2[C:16]3[C:11](=[CH:12][CH:13]=[CH:14][CH:15]=3)[C:10]([C:17]([OH:19])=[O:18])=[N:9]2)=[CH:21][CH:22]=1. The yield is 0.800. (3) The reactants are [CH3:1][C:2]1[CH:11]=[CH:10][C:9]2[C:4](=[CH:5][CH:6]=[CH:7][C:8]=2[O:12][CH2:13][CH2:14][N:15]2[CH2:20][CH2:19][NH:18][CH2:17][CH2:16]2)[N:3]=1.C(O[BH-](O[C:31](=O)[CH3:32])OC(=O)C)(=O)C.[Na+].C([O-])(O)=O.[Na+].Cl[CH2:41][CH2:42]Cl. No catalyst specified. The product is [NH:3]1[C:41]2[C:42](=[CH:5][CH:4]=[CH:9][C:31]=2[CH2:32][N:18]2[CH2:19][CH2:20][N:15]([CH2:14][CH2:13][O:12][C:8]3[CH:7]=[CH:6][CH:5]=[C:4]4[C:9]=3[CH:10]=[CH:11][C:2]([CH3:1])=[N:3]4)[CH2:16][CH2:17]2)[CH:1]=[CH:2]1. The yield is 0.710.